This data is from Forward reaction prediction with 1.9M reactions from USPTO patents (1976-2016). The task is: Predict the product of the given reaction. (1) Given the reactants [Cl:1][C:2]1[C:17]([Cl:18])=[CH:16][CH:15]=[CH:14][C:3]=1[CH2:4][CH:5]([C:8](=O)[C:9]([F:12])([F:11])[F:10])[C:6]#[N:7].O.[NH2:20][NH2:21], predict the reaction product. The product is: [Cl:1][C:2]1[C:17]([Cl:18])=[CH:16][CH:15]=[CH:14][C:3]=1[CH2:4][C:5]1[C:8]([C:9]([F:10])([F:11])[F:12])=[N:20][NH:21][C:6]=1[NH2:7]. (2) Given the reactants Br.Br[CH:3]([C:16]1[CH:21]=[CH:20][N:19]=[CH:18][CH:17]=1)[C:4]([C:6]1[CH:11]=[CH:10][C:9]([C:12]([CH3:15])([CH3:14])[CH3:13])=[CH:8][CH:7]=1)=O.[NH2:22][C:23]([NH2:25])=[S:24].C(N(CC)CC)C, predict the reaction product. The product is: [CH3:13][C:12]([C:9]1[CH:10]=[CH:11][C:6]([C:4]2[N:22]=[C:23]([NH2:25])[S:24][C:3]=2[C:16]2[CH:21]=[CH:20][N:19]=[CH:18][CH:17]=2)=[CH:7][CH:8]=1)([CH3:15])[CH3:14]. (3) Given the reactants P(Br)(Br)[Br:2].CN(C)[CH:7]=[O:8].[F:10][C:11]1[CH:20]=[C:19]2[C:14]([CH2:15][CH2:16][C:17](=O)[CH2:18]2)=[CH:13][CH:12]=1.C(=O)(O)[O-].[Na+], predict the reaction product. The product is: [Br:2][C:17]1[CH2:16][CH2:15][C:14]2[C:19](=[CH:20][C:11]([F:10])=[CH:12][CH:13]=2)[C:18]=1[CH:7]=[O:8]. (4) Given the reactants [NH:1]([C:3]1[N:8]=[C:7]([CH3:9])[N:6]=[C:5]([C@@H:10]2[CH2:12][C@H:11]2[C:13]2[N:17]([CH3:18])[C:16]3[CH:19]=[CH:20][CH:21]=[CH:22][C:15]=3[N:14]=2)[CH:4]=1)[NH2:2].[Si:23]([O:30][C@@H:31]([CH3:40])[C:32]([N:34]=[C:35](N(C)C)[CH3:36])=O)([C:26]([CH3:29])([CH3:28])[CH3:27])([CH3:25])[CH3:24].C(=O)(O)[O-].[Na+], predict the reaction product. The product is: [Si:23]([O:30][C@H:31]([C:32]1[N:1]([C:3]2[N:8]=[C:7]([CH3:9])[N:6]=[C:5]([C@@H:10]3[CH2:12][C@H:11]3[C:13]3[N:17]([CH3:18])[C:16]4[CH:19]=[CH:20][CH:21]=[CH:22][C:15]=4[N:14]=3)[CH:4]=2)[N:2]=[C:35]([CH3:36])[N:34]=1)[CH3:40])([C:26]([CH3:29])([CH3:28])[CH3:27])([CH3:25])[CH3:24]. (5) Given the reactants [CH2:1]([O:3][C:4](=[O:25])[C:5]1[CH:10]=[CH:9][C:8]([N:11]2[C:19]3[C:14](=[CH:15][C:16]([C:20](O)=[O:21])=[CH:17][CH:18]=3)[C:13]([C:23]#[N:24])=[CH:12]2)=[CH:7][CH:6]=1)[CH3:2].B.O1CCCC1.C(=O)(O)[O-].[Na+], predict the reaction product. The product is: [CH2:1]([O:3][C:4](=[O:25])[C:5]1[CH:10]=[CH:9][C:8]([N:11]2[C:19]3[C:14](=[CH:15][C:16]([CH2:20][OH:21])=[CH:17][CH:18]=3)[C:13]([C:23]#[N:24])=[CH:12]2)=[CH:7][CH:6]=1)[CH3:2]. (6) Given the reactants [OH-].[Na+].C[O:4][C:5](=[O:26])[C:6]1[CH:11]=[CH:10][C:9]([C:12]([NH:14][CH2:15][C:16]2[CH:24]=[CH:23][CH:22]=[C:21]3[C:17]=2[CH:18]=[CH:19][NH:20]3)=[O:13])=[CH:8][C:7]=1[Br:25], predict the reaction product. The product is: [Br:25][C:7]1[CH:8]=[C:9]([C:12]([NH:14][CH2:15][C:16]2[CH:24]=[CH:23][CH:22]=[C:21]3[C:17]=2[CH:18]=[CH:19][NH:20]3)=[O:13])[CH:10]=[CH:11][C:6]=1[C:5]([OH:26])=[O:4].